This data is from Peptide-MHC class I binding affinity with 185,985 pairs from IEDB/IMGT. The task is: Regression. Given a peptide amino acid sequence and an MHC pseudo amino acid sequence, predict their binding affinity value. This is MHC class I binding data. (1) The peptide sequence is NNETWQEWER. The MHC is Mamu-B8301 with pseudo-sequence Mamu-B8301. The binding affinity (normalized) is 0.675. (2) The peptide sequence is LLGRNSFEV. The binding affinity (normalized) is 0.798. The MHC is HLA-A02:01 with pseudo-sequence HLA-A02:01. (3) The binding affinity (normalized) is 0.349. The peptide sequence is SPPLISILMI. The MHC is HLA-B51:01 with pseudo-sequence HLA-B51:01. (4) The peptide sequence is ILDDNLYKV. The MHC is HLA-C08:02 with pseudo-sequence HLA-C08:02. The binding affinity (normalized) is 0.451. (5) The binding affinity (normalized) is 0.0847. The peptide sequence is KSRQGDTKV. The MHC is HLA-A02:11 with pseudo-sequence HLA-A02:11. (6) The MHC is HLA-A02:06 with pseudo-sequence HLA-A02:06. The binding affinity (normalized) is 0.629. The peptide sequence is LLGTFTWTL. (7) The peptide sequence is QYAEMWAQDAA. The MHC is HLA-B44:03 with pseudo-sequence HLA-B44:03. The binding affinity (normalized) is 0.180.